From a dataset of Reaction yield outcomes from USPTO patents with 853,638 reactions. Predict the reaction yield, written as a fraction of the theoretical maximum amount of product (1.0 means a 100% yield; for example, 0.34 means a 34% yield). (1) The reactants are Cl[C:2]1[N:7]=[C:6]([S:8][CH2:9][CH3:10])[C:5]([C:11]([NH:13][CH2:14][C:15]2[CH:20]=[CH:19][CH:18]=[C:17]([F:21])[CH:16]=2)=[O:12])=[C:4]([CH3:22])[CH:3]=1.[NH:23]1[CH2:28][CH2:27][O:26][CH2:25][CH2:24]1. The catalyst is O.CCOC(C)=O. The product is [CH2:9]([S:8][C:6]1[C:5]([C:11]([NH:13][CH2:14][C:15]2[CH:20]=[CH:19][CH:18]=[C:17]([F:21])[CH:16]=2)=[O:12])=[C:4]([CH3:22])[CH:3]=[C:2]([N:23]2[CH2:28][CH2:27][O:26][CH2:25][CH2:24]2)[N:7]=1)[CH3:10]. The yield is 0.750. (2) The reactants are [CH3:1][O:2][C:3]1[CH:8]=[CH:7][C:6]([S:9][C:10]2[CH:15]=[CH:14][C:13]([N+:16]([O-])=O)=[CH:12][CH:11]=2)=[CH:5][CH:4]=1. The catalyst is C(O)C. The product is [CH3:1][O:2][C:3]1[CH:4]=[CH:5][C:6]([S:9][C:10]2[CH:15]=[CH:14][C:13]([NH2:16])=[CH:12][CH:11]=2)=[CH:7][CH:8]=1. The yield is 0.680. (3) The reactants are [CH2:1]([S:3](Cl)(=[O:5])=[O:4])[CH3:2].[NH2:7][CH2:8][CH2:9][CH2:10][CH2:11][CH2:12][C:13]([OH:15])=[O:14].Cl.C(OCC)(=O)C. The catalyst is O1CCOCC1.[OH-].[Na+]. The product is [CH2:1]([S:3]([NH:7][CH2:8][CH2:9][CH2:10][CH2:11][CH2:12][C:13]([OH:15])=[O:14])(=[O:5])=[O:4])[CH3:2]. The yield is 0.400. (4) The reactants are [Cl:1][C:2]1[CH:3]=[C:4]([CH2:9]O)[CH:5]=[N:6][C:7]=1[Cl:8].C(Br)(Br)(Br)[Br:12].C1(P(C2C=CC=CC=2)CCCP(C2C=CC=CC=2)C2C=CC=CC=2)C=CC=CC=1. The catalyst is ClCCl. The product is [Cl:1][C:2]1[CH:3]=[C:4]([CH2:9][Br:12])[CH:5]=[N:6][C:7]=1[Cl:8]. The yield is 1.30. (5) The reactants are [CH3:1][N:2]1[C@@H:12]2[CH2:13][C:14]3[CH:19]=[CH:18][C:17]([OH:20])=[C:16]4[O:21][C@H:6]5[C:7]([CH:9]=[CH:10][C@:11]2([OH:22])[C@:5]5([C:15]=34)[CH2:4][CH2:3]1)=[O:8].[CH2:23]1[CH2:26][CH2:25][CH:24]1C=O.C(O)=O.C(N(CC)CC)C. The catalyst is CO.CC1C=CC(C(C)C)=CC=1.CC1C=CC(C(C)C)=CC=1.Cl[Ru]Cl.Cl[Ru]Cl. The product is [CH:23]1([CH2:1][N:2]2[CH2:3][CH2:4][C@@:5]34[C:15]5[C:14]6[CH2:13][C@@H:12]2[C@:11]3([OH:22])[CH2:10][CH2:9][C:7](=[O:8])[C@@H:6]4[O:21][C:16]=5[C:17]([OH:20])=[CH:18][CH:19]=6)[CH2:26][CH2:25][CH2:24]1. The yield is 0.940. (6) The reactants are Cl[C:2]1[N:7]=[C:6]([NH:8][CH2:9][C:10]2[CH:15]=[CH:14][C:13]([F:16])=[CH:12][CH:11]=2)[CH:5]=[N:4][CH:3]=1.[NH:17]1[CH:21]=[CH:20][N:19]=[CH:18]1. The product is [F:16][C:13]1[CH:14]=[CH:15][C:10]([CH2:9][NH:8][C:6]2[CH:5]=[N:4][CH:3]=[C:2]([N:17]3[CH:21]=[CH:20][N:19]=[CH:18]3)[N:7]=2)=[CH:11][CH:12]=1. No catalyst specified. The yield is 0.650. (7) The yield is 0.460. The product is [I:10][C:6]1[CH:5]=[CH:4][N:3]=[C:2]2[S:22][C:21]([C:20]([O:19][CH2:17][CH3:18])=[O:23])=[CH:8][C:7]=12. The reactants are Cl[C:2]1[C:7]([CH:8]=O)=[C:6]([I:10])[CH:5]=[CH:4][N:3]=1.C(=O)([O-])[O-].[K+].[K+].[CH2:17]([O:19][C:20](=[O:23])[CH2:21][SH:22])[CH3:18]. The catalyst is CN(C=O)C. (8) The reactants are Br[C:2]1C=CC(O)=[C:6]([C:8]2[CH:17]=[CH:16][C:15]3[C:10](=[CH:11][CH:12]=[C:13]([C:18]4[N:22]([CH:23]5[CH2:28][CH2:27][CH2:26][CH2:25][CH2:24]5)[C:21]5[CH:29]=[CH:30][C:31]([C:33]([OH:35])=[O:34])=[CH:32][C:20]=5[N:19]=4)[CH:14]=3)[N:9]=2)[CH:7]=1.C(OC(C1C=CC2N(C3CCCCC3)C(C3C=CC(N)=C(C=O)C=3)=NC=2C=1)=O)C.[NH2:66][C:67]1[S:68]C(C(=O)C)=C(C)[N:71]=1.[OH-].[K+]. The catalyst is C(O)C. The product is [NH2:71][C:67]1[S:68][C:6]([C:8]2[CH:17]=[CH:16][C:15]3[C:10](=[CH:11][CH:12]=[C:13]([C:18]4[N:22]([CH:23]5[CH2:24][CH2:25][CH2:26][CH2:27][CH2:28]5)[C:21]5[CH:29]=[CH:30][C:31]([C:33]([OH:35])=[O:34])=[CH:32][C:20]=5[N:19]=4)[CH:14]=3)[N:9]=2)=[C:7]([CH3:2])[N:66]=1. The yield is 0.0900. (9) The reactants are [Br:1][C:2]1[CH:3]=[C:4]([CH3:13])[C:5]([N+:10]([O-])=O)=[C:6]([CH:9]=1)[NH:7][CH3:8]. The catalyst is C1COCC1.CO.[Ni]. The product is [Br:1][C:2]1[CH:9]=[C:6]([NH:7][CH3:8])[C:5]([NH2:10])=[C:4]([CH3:13])[CH:3]=1. The yield is 0.960.